From a dataset of Reaction yield outcomes from USPTO patents with 853,638 reactions. Predict the reaction yield, written as a fraction of the theoretical maximum amount of product (1.0 means a 100% yield; for example, 0.34 means a 34% yield). (1) The reactants are [N+:1]([C:4]1[CH:5]=[C:6]([CH:10]=[CH:11][CH:12]=1)[CH2:7][CH2:8][OH:9])([O-:3])=[O:2].CC(OI1(OC(C)=O)(OC(C)=O)OC(=O)C2C=CC=CC1=2)=O.CCCCCC.C(OCC)(=O)C.S([O-])([O-])=O.[Na+].[Na+]. The catalyst is ClCCl.C(OCC)C. The product is [N+:1]([C:4]1[CH:5]=[C:6]([CH2:7][CH:8]=[O:9])[CH:10]=[CH:11][CH:12]=1)([O-:3])=[O:2]. The yield is 1.00. (2) The reactants are [Cl:1][C:2]1[C:7]([C:8]([NH2:10])=[O:9])=[C:6]([OH:11])[C:5]([NH:12][C:13]2[C:16](=[O:17])[C:15](=[O:18])[C:14]=2Cl)=[CH:4][CH:3]=1.[CH3:20][O:21][C:22]1[CH:28]=[CH:27][CH:26]=[CH:25][C:23]=1[NH2:24]. The catalyst is CS(C)=O. The product is [Cl:1][C:2]1[C:7]([C:8]([NH2:10])=[O:9])=[C:6]([OH:11])[C:5]([NH:12][C:13]2[C:16](=[O:17])[C:15](=[O:18])[C:14]=2[NH:24][C:23]2[CH:25]=[CH:26][CH:27]=[CH:28][C:22]=2[O:21][CH3:20])=[CH:4][CH:3]=1. The yield is 0.340.